This data is from Full USPTO retrosynthesis dataset with 1.9M reactions from patents (1976-2016). The task is: Predict the reactants needed to synthesize the given product. The reactants are: [Cl:1][C:2]1[CH:12]=[CH:11][C:10]([C:13]([O:15][CH3:16])=[O:14])=[CH:9][C:3]=1[O:4][CH2:5][C:6]([OH:8])=O.[NH2:17][CH2:18][C@@H:19]([OH:37])[CH2:20][N:21]1[CH2:26][CH2:25][CH:24]([O:27][C:28]2[CH:33]=[CH:32][C:31]([Cl:34])=[C:30]([Cl:35])[C:29]=2[CH3:36])[CH2:23][CH2:22]1. Given the product [Cl:1][C:2]1[CH:12]=[CH:11][C:10]([C:13]([O:15][CH3:16])=[O:14])=[CH:9][C:3]=1[O:4][CH2:5][C:6]([NH:17][CH2:18][C@@H:19]([OH:37])[CH2:20][N:21]1[CH2:26][CH2:25][CH:24]([O:27][C:28]2[CH:33]=[CH:32][C:31]([Cl:34])=[C:30]([Cl:35])[C:29]=2[CH3:36])[CH2:23][CH2:22]1)=[O:8], predict the reactants needed to synthesize it.